Dataset: Catalyst prediction with 721,799 reactions and 888 catalyst types from USPTO. Task: Predict which catalyst facilitates the given reaction. (1) Reactant: [C:1]([C:4]1[CH:13]=[CH:12][C:7]([C:8]([O:10][CH3:11])=[O:9])=[CH:6][CH:5]=1)(=[O:3])[CH3:2].[C:14]([Si](C)(C)C)([F:17])([F:16])[F:15].C1COCC1. Product: [F:15][C:14]([F:17])([F:16])[C:1]([C:4]1[CH:13]=[CH:12][C:7]([C:8]([O:10][CH3:11])=[O:9])=[CH:6][CH:5]=1)([OH:3])[CH3:2]. The catalyst class is: 28. (2) Reactant: [CH2:1]([N:8]1[CH:16]=[C:15]2[C:10]([CH:11]=[CH:12][C:13]3[C:24]4[C:18]5([CH2:26][CH:21]([C:22](=[O:25])[CH:23]=4)[CH2:20][CH2:19]5)[CH2:17][C:14]=32)=[N:9]1)[C:2]1[CH:7]=[CH:6][CH:5]=[CH:4][CH:3]=1.[Cl:27]N1C(=O)CCC1=O. Product: [CH2:1]([N:8]1[CH:16]=[C:15]2[C:10]([CH:11]=[CH:12][C:13]3[C:24]4[C:18]5([CH2:26][CH:21]([C:22](=[O:25])[C:23]=4[Cl:27])[CH2:20][CH2:19]5)[CH2:17][C:14]=32)=[N:9]1)[C:2]1[CH:3]=[CH:4][CH:5]=[CH:6][CH:7]=1. The catalyst class is: 9. (3) Reactant: Br[C:2]1[N:3]=[C:4]2[C:9](=[N:10][CH:11]=1)[N:8]=[CH:7][N:6]([C:12]1[CH:17]=[CH:16][CH:15]=[C:14]([F:18])[CH:13]=1)[C:5]2=[O:19].[F:20][C:21]1[CH:26]=[CH:25][C:24]([C:27]2[O:28][C:29]3[CH:39]=[C:38]([N:40]([CH3:45])[S:41]([CH3:44])(=[O:43])=[O:42])[C:37](B4OC(C)(C)C(C)(C)O4)=[CH:36][C:30]=3[C:31]=2[C:32]([NH:34][CH3:35])=[O:33])=[CH:23][CH:22]=1.C([O-])([O-])=O.[Na+].[Na+]. Product: [F:20][C:21]1[CH:26]=[CH:25][C:24]([C:27]2[O:28][C:29]3[CH:39]=[C:38]([N:40]([CH3:45])[S:41]([CH3:44])(=[O:42])=[O:43])[C:37]([C:2]4[N:3]=[C:4]5[C:9](=[N:10][CH:11]=4)[N:8]=[CH:7][N:6]([C:12]4[CH:17]=[CH:16][CH:15]=[C:14]([F:18])[CH:13]=4)[C:5]5=[O:19])=[CH:36][C:30]=3[C:31]=2[C:32]([NH:34][CH3:35])=[O:33])=[CH:23][CH:22]=1. The catalyst class is: 117.